Dataset: Full USPTO retrosynthesis dataset with 1.9M reactions from patents (1976-2016). Task: Predict the reactants needed to synthesize the given product. (1) Given the product [Cl:1][C:2]1[C:3]([F:13])=[C:4]([CH:8]([OH:12])[CH2:9][CH2:10][I:11])[CH:5]=[CH:6][CH:7]=1, predict the reactants needed to synthesize it. The reactants are: [Cl:1][C:2]1[C:3]([F:13])=[C:4]([C:8](=[O:12])[CH2:9][CH2:10][I:11])[CH:5]=[CH:6][CH:7]=1.[I-].[Na+].Cl[Si](C)(C)C.O. (2) Given the product [C:1]1([C:14]2[C:26]([C:36]3[CH:35]=[CH:16][CH:15]=[CH:14][CH:26]=3)=[CH:25][C:17]([C:18]([O:20][CH2:21][CH2:22][CH2:23][CH3:24])=[O:19])=[CH:16][CH:15]=2)[CH:6]=[CH:5][C:4]([C:27]([O:28][CH2:21][CH2:22][CH2:23][CH3:24])=[O:30])=[CH:3][CH:2]=1, predict the reactants needed to synthesize it. The reactants are: [C:1]1(B(O)O)[CH:6]=[CH:5][C:4](B(O)O)=[CH:3][CH:2]=1.I[C:14]1[CH:26]=[CH:25][C:17]([C:18]([O:20][CH2:21][CH2:22][CH2:23][CH3:24])=[O:19])=[CH:16][CH:15]=1.[C:27](=[O:30])([O-])[O-:28].[Na+].[Na+].CO[CH2:35][CH2:36]OC. (3) Given the product [N:1]1[CH:6]=[CH:5][C:4]([CH2:7][NH:8][C:9](=[O:20])[NH:10][O:11][CH2:12][C:13]([OH:15])=[O:14])=[CH:3][CH:2]=1, predict the reactants needed to synthesize it. The reactants are: [N:1]1[CH:6]=[CH:5][C:4]([CH2:7][NH:8][C:9](=[O:20])[NH:10][O:11][CH2:12][C:13]([O:15]C(C)(C)C)=[O:14])=[CH:3][CH:2]=1.Cl.O1CCOCC1. (4) Given the product [ClH:52].[CH:1]1[C:13]2[CH:12]([CH2:14][O:15][C:16](=[O:51])[NH:17][CH2:18][CH2:19][CH2:20][CH2:21][CH:22]([NH2:43])[C:23](=[O:42])[N:24]3[CH:28]([C:29](=[O:41])[NH:30][CH:31]4[C:40]5[C:35](=[CH:36][CH:37]=[CH:38][CH:39]=5)[CH2:34][CH2:33][CH2:32]4)[CH2:27][S:26][CH2:25]3)[C:11]3[C:6](=[CH:7][CH:8]=[CH:9][CH:10]=3)[C:5]=2[CH:4]=[CH:3][CH:2]=1, predict the reactants needed to synthesize it. The reactants are: [CH:1]1[C:13]2[CH:12]([CH2:14][O:15][C:16](=[O:51])[NH:17][CH2:18][CH2:19][CH2:20][CH2:21][CH:22]([NH:43]C(OC(C)(C)C)=O)[C:23](=[O:42])[N:24]3[CH:28]([C:29](=[O:41])[NH:30][CH:31]4[C:40]5[C:35](=[CH:36][CH:37]=[CH:38][CH:39]=5)[CH2:34][CH2:33][CH2:32]4)[CH2:27][S:26][CH2:25]3)[C:11]3[C:6](=[CH:7][CH:8]=[CH:9][CH:10]=3)[C:5]=2[CH:4]=[CH:3][CH:2]=1.[ClH:52].O1CCOCC1.C(OCC)C. (5) Given the product [N:1]1([C:6]2[N:11]=[C:10](/[CH:12]=[CH:22]/[CH:23]=[O:24])[CH:9]=[CH:8][CH:7]=2)[CH:5]=[CH:4][CH:3]=[N:2]1, predict the reactants needed to synthesize it. The reactants are: [N:1]1([C:6]2[N:11]=[C:10]([CH:12]=O)[CH:9]=[CH:8][CH:7]=2)[CH:5]=[CH:4][CH:3]=[N:2]1.N1(C2C=C[C:22]([CH:23]=[O:24])=CC=2)C=CC=N1. (6) The reactants are: [NH:1]1[CH2:9][C@H:7]([OH:8])[CH2:6][C@H:2]1[C:3]([OH:5])=[O:4].O1CCCC1.O.[OH-].[Na+].[C:18](O[C:18]([O:20][C:21]([CH3:24])([CH3:23])[CH3:22])=[O:19])([O:20][C:21]([CH3:24])([CH3:23])[CH3:22])=[O:19]. Given the product [C:21]([O:20][C:18]([N:1]1[CH2:9][C@H:7]([OH:8])[CH2:6][C@H:2]1[C:3]([OH:5])=[O:4])=[O:19])([CH3:24])([CH3:23])[CH3:22], predict the reactants needed to synthesize it. (7) Given the product [F:11][C:12]1([F:20])[CH2:17][CH2:16][CH:15]([CH:18]=[O:19])[CH2:14][CH2:13]1, predict the reactants needed to synthesize it. The reactants are: CS(C)=O.C(Cl)(=O)C(Cl)=O.[F:11][C:12]1([F:20])[CH2:17][CH2:16][CH:15]([CH2:18][OH:19])[CH2:14][CH2:13]1.CCN(CC)CC. (8) Given the product [CH3:1][N:2]([CH3:12])[C:3]1[CH:8]=[CH:7][CH:6]=[C:5]([NH2:9])[CH:4]=1, predict the reactants needed to synthesize it. The reactants are: [CH3:1][N:2]([CH3:12])[C:3]1[CH:8]=[CH:7][CH:6]=[C:5]([N+:9]([O-])=O)[CH:4]=1.